Task: Predict the product of the given reaction.. Dataset: Forward reaction prediction with 1.9M reactions from USPTO patents (1976-2016) Given the reactants [CH2:1]1[C:7]2=[CH:8][C:9]3[CH:10]=[CH:11][CH:12]=[CH:13][C:14]=3[N:6]2[CH2:5][CH2:4][NH:3][CH2:2]1.[C:15](O[C:15]([O:17][C:18]([CH3:21])([CH3:20])[CH3:19])=[O:16])([O:17][C:18]([CH3:21])([CH3:20])[CH3:19])=[O:16].C(=O)=O, predict the reaction product. The product is: [CH2:1]1[C:7]2=[CH:8][C:9]3[CH:10]=[CH:11][CH:12]=[CH:13][C:14]=3[N:6]2[CH2:5][CH2:4][N:3]([C:15]([O:17][C:18]([CH3:21])([CH3:20])[CH3:19])=[O:16])[CH2:2]1.